Dataset: Forward reaction prediction with 1.9M reactions from USPTO patents (1976-2016). Task: Predict the product of the given reaction. (1) Given the reactants [Cl:1][C:2]1[CH:3]=[CH:4][C:5]([C:26]#[N:27])=[C:6]([C:8]2[C:13]([O:14][CH2:15][C:16]([F:19])([F:18])[F:17])=[CH:12][N:11]([CH:20]([CH3:24])[C:21]([OH:23])=O)[C:10](=[O:25])[CH:9]=2)[CH:7]=1.[NH2:28][C:29]1[CH:41]=[CH:40][C:32]([C:33]([O:35][C:36]([CH3:39])([CH3:38])[CH3:37])=[O:34])=[CH:31][CH:30]=1, predict the reaction product. The product is: [Cl:1][C:2]1[CH:3]=[CH:4][C:5]([C:26]#[N:27])=[C:6]([C:8]2[C:13]([O:14][CH2:15][C:16]([F:17])([F:18])[F:19])=[CH:12][N:11]([CH:20]([CH3:24])[C:21]([NH:28][C:29]3[CH:41]=[CH:40][C:32]([C:33]([O:35][C:36]([CH3:37])([CH3:38])[CH3:39])=[O:34])=[CH:31][CH:30]=3)=[O:23])[C:10](=[O:25])[CH:9]=2)[CH:7]=1. (2) Given the reactants [CH3:1][O:2][C:3]1[CH:4]=[C:5]2[C:10](=[CH:11][C:12]=1[O:13][CH3:14])[N:9]=[CH:8][CH:7]=[C:6]2[O:15][C:16]1[CH:23]=[C:22]([O:24][CH3:25])[CH:21]=[CH:20][C:17]=1[CH:18]=[O:19].[CH2:26]([Mg]Br)[CH3:27].O, predict the reaction product. The product is: [CH3:1][O:2][C:3]1[CH:4]=[C:5]2[C:10](=[CH:11][C:12]=1[O:13][CH3:14])[N:9]=[CH:8][CH:7]=[C:6]2[O:15][C:16]1[CH:23]=[C:22]([O:24][CH3:25])[CH:21]=[CH:20][C:17]=1[CH:18]([OH:19])[CH2:26][CH3:27]. (3) Given the reactants [CH3:1][C:2]1[C:3]([CH:10]2[CH2:15][C:14]([CH3:29])([S:16]([C:19]3[CH:24]=[CH:23][CH:22]=[C:21]([C:25]([F:28])([F:27])[F:26])[CH:20]=3)(=[O:18])=[O:17])[CH2:13][CH2:12][O:11]2)=[N:4][CH:5]=[C:6](SC)[CH:7]=1.OO[S:32]([O-:34])=[O:33].[K+].[CH3:36]O, predict the reaction product. The product is: [CH3:1][C:2]1[C:3]([CH:10]2[CH2:15][C:14]([CH3:29])([S:16]([C:19]3[CH:24]=[CH:23][CH:22]=[C:21]([C:25]([F:27])([F:28])[F:26])[CH:20]=3)(=[O:18])=[O:17])[CH2:13][CH2:12][O:11]2)=[N:4][CH:5]=[C:6]([S:32]([CH3:36])(=[O:34])=[O:33])[CH:7]=1.